From a dataset of Reaction yield outcomes from USPTO patents with 853,638 reactions. Predict the reaction yield, written as a fraction of the theoretical maximum amount of product (1.0 means a 100% yield; for example, 0.34 means a 34% yield). The catalyst is CCO. The yield is 0.920. The product is [C:37]([O:36][C:34]([N:33]1[C@H:11]2[CH2:10][CH2:9][C@@H:8]1[C@H:7]([C:5]([OH:6])=[O:4])[C@@H:13]([C:14]1[CH:15]=[N:16][C:17]([O:20][CH2:21][CH2:22][O:23][C:24]3[C:29]([Cl:30])=[CH:28][C:27]([CH3:31])=[CH:26][C:25]=3[Cl:32])=[CH:18][CH:19]=1)[CH2:12]2)=[O:35])([CH3:40])([CH3:38])[CH3:39]. The reactants are [OH-].[Na+].C[O:4][C:5]([C@@H:7]1[C@@H:13]([C:14]2[CH:15]=[N:16][C:17]([O:20][CH2:21][CH2:22][O:23][C:24]3[C:29]([Cl:30])=[CH:28][C:27]([CH3:31])=[CH:26][C:25]=3[Cl:32])=[CH:18][CH:19]=2)[CH2:12][C@H:11]2[N:33]([C:34]([O:36][C:37]([CH3:40])([CH3:39])[CH3:38])=[O:35])[C@@H:8]1[CH2:9][CH2:10]2)=[O:6].